Predict the reaction yield, written as a fraction of the theoretical maximum amount of product (1.0 means a 100% yield; for example, 0.34 means a 34% yield). From a dataset of Reaction yield outcomes from USPTO patents with 853,638 reactions. The reactants are Br[C:2]1[CH:3]=[C:4]2[C:9](=[N:10][CH:11]=1)[NH:8][C:7](=[O:12])[CH2:6][CH2:5]2.[NH:13]1[C:21]2[C:16](=[CH:17][CH:18]=[CH:19][CH:20]=2)[C:15]([CH2:22][N:23]([CH3:28])[C:24](=[O:27])[CH:25]=[CH2:26])=[CH:14]1.C1(C)C=CC=CC=1P(C1C=CC=CC=1C)C1C=CC=CC=1C.C(N(C(C)C)CC)(C)C. The catalyst is C(#N)CC.CC([O-])=O.CC([O-])=O.[Pd+2]. The product is [NH:13]1[C:21]2[C:16](=[CH:17][CH:18]=[CH:19][CH:20]=2)[C:15]([CH2:22][N:23]([CH3:28])[C:24](=[O:27])/[CH:25]=[CH:26]/[C:2]2[CH:11]=[N:10][C:9]3[NH:8][C:7](=[O:12])[CH2:6][CH2:5][C:4]=3[CH:3]=2)=[CH:14]1. The yield is 0.370.